This data is from Reaction yield outcomes from USPTO patents with 853,638 reactions. The task is: Predict the reaction yield, written as a fraction of the theoretical maximum amount of product (1.0 means a 100% yield; for example, 0.34 means a 34% yield). (1) The reactants are [NH2:1][C:2]1[CH:3]=[C:4]([CH3:17])[CH:5]=[C:6]2[C:10]=1[NH:9][C:8]([C:11]1[CH:16]=[CH:15][CH:14]=[CH:13][N:12]=1)=[CH:7]2.O=[C:19]1[CH2:24][CH2:23][O:22][CH2:21][CH2:20]1. No catalyst specified. The product is [O:22]1[CH2:23][CH2:24][CH:19]([NH:1][C:2]2[CH:3]=[C:4]([CH3:17])[CH:5]=[C:6]3[C:10]=2[NH:9][C:8]([C:11]2[CH:16]=[CH:15][CH:14]=[CH:13][N:12]=2)=[CH:7]3)[CH2:20][CH2:21]1. The yield is 0.360. (2) The yield is 0.410. The catalyst is CN(C)C=O. The product is [CH3:24][C:23]1[CH:22]=[CH:21][C:4]([O:5][C:6]2[CH:7]=[CH:8][C:9]3[N:10]([CH:12]=[C:13]([NH:15][C:16]([CH:18]4[CH2:20][CH2:19]4)=[O:17])[N:14]=3)[N:11]=2)=[CH:3][C:2]=1[NH:1][C:33](=[O:34])[CH2:32][C:27]1[CH:28]=[CH:29][CH:30]=[CH:31][N:26]=1. The reactants are [NH2:1][C:2]1[CH:3]=[C:4]([CH:21]=[CH:22][C:23]=1[CH3:24])[O:5][C:6]1[CH:7]=[CH:8][C:9]2[N:10]([CH:12]=[C:13]([NH:15][C:16]([CH:18]3[CH2:20][CH2:19]3)=[O:17])[N:14]=2)[N:11]=1.Cl.[N:26]1[CH:31]=[CH:30][CH:29]=[CH:28][C:27]=1[CH2:32][C:33](O)=[O:34].C(N(CC)CC)C.P(C#N)(OCC)(OCC)=O.C(=O)([O-])O.[Na+]. (3) The reactants are [C:1]([O:5][C:6]([NH:8][CH2:9][CH:10]([OH:13])[CH2:11][OH:12])=[O:7])([CH3:4])([CH3:3])[CH3:2].N1C=CN=C1.[CH:19]([Si:22](Cl)([CH:26]([CH3:28])[CH3:27])[CH:23]([CH3:25])[CH3:24])([CH3:21])[CH3:20]. The catalyst is CN(C=O)C. The product is [CH:19]([Si:22]([O:12][CH2:11][CH:10]([OH:13])[CH2:9][NH:8][C:6]([O:5][C:1]([CH3:4])([CH3:2])[CH3:3])=[O:7])([CH:26]([CH3:28])[CH3:27])[CH:23]([CH3:25])[CH3:24])([CH3:21])[CH3:20]. The yield is 0.760. (4) The reactants are [N+:1]([CH2:4][C:5]([O:7][CH2:8][CH3:9])=[O:6])([O-:3])=[O:2].C(N(CC)C(C)C)(C)C.[CH:19]([O:26][CH2:27][CH3:28])([O:23][CH2:24][CH3:25])OCC.C(=O)(O)[O-].[Na+]. The catalyst is ClCCl.[Ti](Cl)(Cl)(Cl)Cl.C(O)C. The product is [CH2:27]([O:26][CH:19]([O:23][CH2:24][CH3:25])[CH:4]([N+:1]([O-:3])=[O:2])[C:5]([O:7][CH2:8][CH3:9])=[O:6])[CH3:28]. The yield is 0.680. (5) The reactants are Cl[C:2]1[C:7]([C:8](=O)[CH3:9])=[CH:6][CH:5]=[CH:4][N:3]=1.O.[NH2:12][NH2:13]. The catalyst is C(O)CCC. The product is [CH3:9][C:8]1[C:7]2[C:2](=[N:3][CH:4]=[CH:5][CH:6]=2)[NH:13][N:12]=1. The yield is 0.720.